From a dataset of Reaction yield outcomes from USPTO patents with 853,638 reactions. Predict the reaction yield, written as a fraction of the theoretical maximum amount of product (1.0 means a 100% yield; for example, 0.34 means a 34% yield). The reactants are [F:1][C:2]1[CH:3]=[C:4]([Mg]Br)[CH:5]=[CH:6][CH:7]=1.[N+:10]([C:13]1[C:14]([CH:23]=[O:24])=[CH:15][CH:16]=[C:17]2[C:22]=1[N:21]=[CH:20][CH:19]=[CH:18]2)([O-:12])=[O:11]. The catalyst is C1COCC1. The product is [F:1][C:2]1[CH:3]=[C:4]([CH:23]([C:14]2[C:13]([N+:10]([O-:12])=[O:11])=[C:22]3[C:17]([CH:18]=[CH:19][CH:20]=[N:21]3)=[CH:16][CH:15]=2)[OH:24])[CH:5]=[CH:6][CH:7]=1. The yield is 0.580.